Task: Predict the reactants needed to synthesize the given product.. Dataset: Full USPTO retrosynthesis dataset with 1.9M reactions from patents (1976-2016) Given the product [CH3:1][O:2][CH2:3][CH2:4][CH2:5][C:6]1[CH:7]=[N:8][C:9]2[C:14]([CH:15]=1)=[C:13]1[CH:16]=[CH:17][CH:18]=[CH:19][C:12]1=[N:11][C:10]=2[NH2:20], predict the reactants needed to synthesize it. The reactants are: [CH3:1][O:2][CH2:3]/[CH:4]=[CH:5]/[C:6]1[CH:7]=[N:8][C:9]2[C:14]([CH:15]=1)=[C:13]1[CH:16]=[CH:17][CH:18]=[CH:19][C:12]1=[N:11][C:10]=2[NH2:20].[H][H].